This data is from Reaction yield outcomes from USPTO patents with 853,638 reactions. The task is: Predict the reaction yield, written as a fraction of the theoretical maximum amount of product (1.0 means a 100% yield; for example, 0.34 means a 34% yield). (1) The reactants are [CH2:1]([O:3][C:4](=[O:22])[C:5]([NH:7][C:8]1[C:13]([C:14]([F:17])([F:16])[F:15])=[CH:12][C:11]([Br:18])=[CH:10][C:9]=1[N+:19]([O-])=O)=[O:6])[CH3:2].[O-]S(S([O-])=O)=O.[Na+].[Na+].CCOC(C)=O. The catalyst is C1COCC1.O. The product is [CH2:1]([O:3][C:4](=[O:22])[C:5]([NH:7][C:8]1[C:13]([C:14]([F:17])([F:15])[F:16])=[CH:12][C:11]([Br:18])=[CH:10][C:9]=1[NH2:19])=[O:6])[CH3:2]. The yield is 0.900. (2) The reactants are O.[OH-].[Li+].C[O:5][C:6](=[O:43])[CH2:7][C:8]1[C:17]([CH3:18])=[C:16]([C:19]2[CH:24]=[CH:23][C:22]([S:25]([C:28]3[CH:33]=[C:32]([C:34]([F:37])([F:36])[F:35])[CH:31]=[C:30]([C:38]([F:41])([F:40])[F:39])[CH:29]=3)(=[O:27])=[O:26])=[CH:21][CH:20]=2)[C:15]2[C:10](=[CH:11][CH:12]=[C:13]([Cl:42])[CH:14]=2)[CH:9]=1. The catalyst is C1COCC1.O. The product is [F:37][C:34]([F:35])([F:36])[C:32]1[CH:33]=[C:28]([S:25]([C:22]2[CH:21]=[CH:20][C:19]([C:16]3[C:15]4[C:10](=[CH:11][CH:12]=[C:13]([Cl:42])[CH:14]=4)[CH:9]=[C:8]([CH2:7][C:6]([OH:43])=[O:5])[C:17]=3[CH3:18])=[CH:24][CH:23]=2)(=[O:26])=[O:27])[CH:29]=[C:30]([C:38]([F:39])([F:40])[F:41])[CH:31]=1. The yield is 0.840. (3) The reactants are [CH3:1][O:2][C:3]1[CH:12]=[CH:11][C:10]2[C:5](=[CH:6][CH:7]=[C:8]([C:13]3[CH2:18][CH2:17][CH:16]([CH2:19][CH2:20][CH3:21])[CH2:15][CH:14]=3)[CH:9]=2)[CH:4]=1.CCCCCC. The catalyst is C1(C)C=CC=CC=1.C(O)C.[Pd]. The product is [CH3:1][O:2][C:3]1[CH:12]=[CH:11][C:10]2[C:5](=[CH:6][CH:7]=[C:8]([CH:13]3[CH2:18][CH2:17][CH:16]([CH2:19][CH2:20][CH3:21])[CH2:15][CH2:14]3)[CH:9]=2)[CH:4]=1. The yield is 0.650. (4) The reactants are [Br:1][C:2]1[C:7]([F:8])=[CH:6][C:5]([N:9]2[C:18]3[C:13](=[CH:14][C:15]([S:19]([NH:22][C:23]4[CH:27]=[CH:26][O:25][N:24]=4)(=[O:21])=[O:20])=[CH:16][CH:17]=3)[CH:12]=[CH:11][C:10]2=[O:28])=[C:4]([O:29][CH2:30][C:31]#[N:32])[CH:3]=1.Br[CH:34](C)C#N.C1(O)C=CC=CC=1. No catalyst specified. The product is [Br:1][C:2]1[C:7]([F:8])=[CH:6][C:5]([N:9]2[C:18]3[C:13](=[CH:14][C:15]([S:19]([NH:22][C:23]4[CH:27]=[CH:26][O:25][N:24]=4)(=[O:20])=[O:21])=[CH:16][CH:17]=3)[CH:12]=[CH:11][C:10]2=[O:28])=[C:4]([O:29][CH:30]([C:31]#[N:32])[CH3:34])[CH:3]=1. The yield is 0.140. (5) The reactants are C(O[C:4](=[O:10])[C:5]([O:7][CH2:8][CH3:9])=[O:6])C.[CH3:11][C:12]([CH3:14])=[O:13].[Na:15]. The catalyst is C(O)C. The product is [OH:10][C:4](=[CH:11][C:12](=[O:13])[CH3:14])[C:5]([O:7][CH2:8][CH3:9])=[O:6].[Na:15]. The yield is 0.870. (6) The reactants are [CH3:1][N:2]([CH3:20])[C:3]([C:5]1[N:14]([CH:15]2[CH2:19][CH2:18][CH2:17][CH2:16]2)[C:8]2[N:9]=[C:10](Cl)[N:11]=[CH:12][C:7]=2[CH:6]=1)=[O:4].C(OC(=O)[NH:27][CH2:28][CH2:29][N:30]([C:32]1[CH:33]=[N:34][C:35]([NH2:38])=[CH:36][CH:37]=1)[CH3:31])(C)(C)C. No catalyst specified. The product is [CH3:1][N:2]([CH3:20])[C:3]([C:5]1[N:14]([CH:15]2[CH2:19][CH2:18][CH2:17][CH2:16]2)[C:8]2[N:9]=[C:10]([NH:38][C:35]3[CH:36]=[CH:37][C:32]([N:30]([CH2:29][CH2:28][NH2:27])[CH3:31])=[CH:33][N:34]=3)[N:11]=[CH:12][C:7]=2[CH:6]=1)=[O:4]. The yield is 0.340. (7) The reactants are [CH3:1][C:2]1[O:6][N:5]=[C:4]([C:7]2[CH:12]=[CH:11][N:10]=[CH:9][CH:8]=2)[C:3]=1[CH2:13][O:14][C:15]1[CH:23]=[CH:22][C:18]([C:19]([OH:21])=O)=[CH:17][N:16]=1.COC(=O)C1C=CC(OCC2C(C3C=CC=C(F)C=3)=NOC=2C)=NC=1.[F:49][C:50]([F:54])([F:53])[CH2:51][NH2:52]. The product is [CH3:1][C:2]1[O:6][N:5]=[C:4]([C:7]2[CH:8]=[CH:9][N:10]=[CH:11][CH:12]=2)[C:3]=1[CH2:13][O:14][C:15]1[CH:23]=[CH:22][C:18]([C:19]([NH:52][CH2:51][C:50]([F:54])([F:53])[F:49])=[O:21])=[CH:17][N:16]=1. No catalyst specified. The yield is 0.140. (8) The catalyst is C(Cl)Cl. The reactants are N1[CH:6]=[CH:5][CH:4]=[CH:3][CH:2]=1.CS(Cl)(=O)=O.[S:12]([O-])(=O)(=O)C.C(N(CC)CC)C.[C:24]([O:27][CH2:28]C)(=[O:26])C. The yield is 0.630. The product is [S:12]1[CH2:6][CH2:5][CH:4]=[C:3]([C:24]([O:27][CH3:28])=[O:26])[CH2:2]1. (9) The reactants are [OH:1][CH:2]1[CH2:7][CH2:6][N:5]([C:8]([O:10][C:11]([CH3:14])([CH3:13])[CH3:12])=[O:9])[CH2:4][CH2:3]1.[F:15][C:16]1[CH:21]=[C:20]([O:22][CH3:23])[CH:19]=[CH:18][C:17]=1O.C1(P(C2C=CC=CC=2)C2C=CC=CC=2)C=CC=CC=1.CCOC(/N=N/C(OCC)=O)=O. The catalyst is C1COCC1.CCOC(C)=O. The product is [F:15][C:16]1[CH:21]=[C:20]([O:22][CH3:23])[CH:19]=[CH:18][C:17]=1[O:1][CH:2]1[CH2:3][CH2:4][N:5]([C:8]([O:10][C:11]([CH3:14])([CH3:13])[CH3:12])=[O:9])[CH2:6][CH2:7]1. The yield is 0.850.